This data is from Full USPTO retrosynthesis dataset with 1.9M reactions from patents (1976-2016). The task is: Predict the reactants needed to synthesize the given product. (1) The reactants are: [NH2:1][C:2]([CH3:23])([CH3:22])[CH:3]([NH:11][C:12](=[O:21])[C:13]1[C:18]([CH3:19])=[CH:17][CH:16]=[CH:15][C:14]=1[CH3:20])[C:4]1[CH:9]=[CH:8][CH:7]=[CH:6][C:5]=1[F:10].Br[CH2:25][CH2:26][CH2:27][CH2:28]Br.[C:30](=O)([O-:32])[O-:31].[K+].[K+]. Given the product [CH:30]([OH:32])=[O:31].[F:10][C:5]1[CH:6]=[CH:7][CH:8]=[CH:9][C:4]=1[CH:3]([NH:11][C:12](=[O:21])[C:13]1[C:14]([CH3:20])=[CH:15][CH:16]=[CH:17][C:18]=1[CH3:19])[C:2]([CH3:23])([N:1]1[CH2:28][CH2:27][CH2:26][CH2:25]1)[CH3:22], predict the reactants needed to synthesize it. (2) Given the product [Cl:1][C:2]1[CH:3]=[C:4]2[C:8](=[CH:9][CH:10]=1)[N:7]([C:11]1[N:15]([CH3:16])[N:14]=[C:13]([CH3:17])[C:12]=1[CH2:18][CH:21]=[O:23])[CH:6]=[CH:5]2, predict the reactants needed to synthesize it. The reactants are: [Cl:1][C:2]1[CH:3]=[C:4]2[C:8](=[CH:9][CH:10]=1)[N:7]([C:11]1[N:15]([CH3:16])[N:14]=[C:13]([CH3:17])[C:12]=1[CH:18]=O)[CH:6]=[CH:5]2.C[C:21](C)([O-:23])C.[K+].BrCC(OCC)=O.